This data is from Forward reaction prediction with 1.9M reactions from USPTO patents (1976-2016). The task is: Predict the product of the given reaction. (1) Given the reactants C(OC(=O)[NH:7][C@H:8]1[CH2:12][CH2:11][NH:10][CH2:9]1)(C)(C)C.Br[C:15]1[C:24]2[C:19](=[CH:20][CH:21]=[C:22]([O:25][CH3:26])[CH:23]=2)[N:18]=[CH:17][CH:16]=1, predict the reaction product. The product is: [CH3:26][O:25][C:22]1[CH:23]=[C:24]2[C:19](=[CH:20][CH:21]=1)[N:18]=[CH:17][CH:16]=[C:15]2[N:10]1[CH2:11][CH2:12][C@H:8]([NH2:7])[CH2:9]1. (2) Given the reactants [CH2:1]([O:3][C:4]([C:6]1[C:10](C)=[C:9](C2C=CC(Cl)=CC=2)[N:8]([C:19]2[CH:24]=[CH:23][CH:22]=[CH:21][C:20]=2[Cl:25])[N:7]=1)=[O:5])[CH3:2].BrN1C(=[O:32])CCC1=O, predict the reaction product. The product is: [CH2:1]([O:3][C:4]([C:6]1[CH:10]=[C:9]([OH:32])[N:8]([C:19]2[CH:24]=[CH:23][CH:22]=[CH:21][C:20]=2[Cl:25])[N:7]=1)=[O:5])[CH3:2]. (3) Given the reactants I[CH:2]([C:8](=O)[C:9]1[N:14]=[CH:13][CH:12]=[CH:11][N:10]=1)[C:3]([O:5][CH2:6][CH3:7])=[O:4].[NH2:16][C:17]([NH2:19])=[S:18], predict the reaction product. The product is: [NH2:19][C:17]1[S:18][C:2]([C:3]([O:5][CH2:6][CH3:7])=[O:4])=[C:8]([C:9]2[N:14]=[CH:13][CH:12]=[CH:11][N:10]=2)[N:16]=1. (4) Given the reactants [CH3:1][Si:2]([CH3:19])([CH3:18])[CH2:3][CH2:4][O:5][CH2:6][O:7][C:8]([C:11]1[CH:16]=[CH:15][C:14](Br)=[CH:13][N:12]=1)([CH3:10])[CH3:9].C([Li])CCC.[CH:25]1([O:28][C:29]2[CH:30]=[C:31]([CH:34]=[CH:35][C:36]=2[O:37][CH:38]([F:40])[F:39])[CH:32]=[O:33])[CH2:27][CH2:26]1, predict the reaction product. The product is: [CH:25]1([O:28][C:29]2[CH:30]=[C:31]([CH:32]([C:14]3[CH:15]=[CH:16][C:11]([C:8]([O:7][CH2:6][O:5][CH2:4][CH2:3][Si:2]([CH3:19])([CH3:18])[CH3:1])([CH3:10])[CH3:9])=[N:12][CH:13]=3)[OH:33])[CH:34]=[CH:35][C:36]=2[O:37][CH:38]([F:40])[F:39])[CH2:26][CH2:27]1. (5) Given the reactants CN(C(ON1N=NC2C=CC=NC1=2)=[N+](C)C)C.F[P-](F)(F)(F)(F)F.[NH2:25][CH2:26][C:27]1[C:28]([F:44])=[C:29]([O:34][C:35]2[CH:36]=[C:37]([CH:40]=[C:41]([Cl:43])[CH:42]=2)[C:38]#[N:39])[C:30]([Cl:33])=[CH:31][CH:32]=1.CC(OC([N:52]1[C:60]2[C:55](=[CH:56][CH:57]=[C:58]([NH:61][S:62]([CH3:65])(=[O:64])=[O:63])[CH:59]=2)[CH:54]=[C:53]1[C:66](O)=[O:67])=O)(C)C.C(N(C(C)C)CC)(C)C, predict the reaction product. The product is: [Cl:33][C:30]1[CH:31]=[CH:32][C:27]([CH2:26][NH:25][C:66]([C:53]2[NH:52][C:60]3[C:55]([CH:54]=2)=[CH:56][CH:57]=[C:58]([NH:61][S:62]([CH3:65])(=[O:64])=[O:63])[CH:59]=3)=[O:67])=[C:28]([F:44])[C:29]=1[O:34][C:35]1[CH:36]=[C:37]([C:38]#[N:39])[CH:40]=[C:41]([Cl:43])[CH:42]=1. (6) Given the reactants [Cl:1][C:2]1[CH:7]=[CH:6][CH:5]=[CH:4][C:3]=1[S:8]([N:11]1[CH2:16][CH2:15][N:14]([C:17]2([C:21](OCC)=[O:22])[CH2:20][CH2:19][CH2:18]2)[CH2:13][CH2:12]1)(=[O:10])=[O:9].[H-].[Al+3].[Li+].[H-].[H-].[H-], predict the reaction product. The product is: [Cl:1][C:2]1[CH:7]=[CH:6][CH:5]=[CH:4][C:3]=1[S:8]([N:11]1[CH2:12][CH2:13][N:14]([C:17]2([CH2:21][OH:22])[CH2:20][CH2:19][CH2:18]2)[CH2:15][CH2:16]1)(=[O:9])=[O:10].